Dataset: Reaction yield outcomes from USPTO patents with 853,638 reactions. Task: Predict the reaction yield, written as a fraction of the theoretical maximum amount of product (1.0 means a 100% yield; for example, 0.34 means a 34% yield). (1) The reactants are C([O:5][C:6](=[O:28])[CH2:7][N:8]1[C:12]2[CH:13]=[CH:14][CH:15]=[CH:16][C:11]=2[N:10]=[C:9]1[S:17][CH2:18][CH2:19][CH2:20][CH2:21][CH2:22][C:23]([O:25][CH2:26][CH3:27])=[O:24])(C)(C)C. The catalyst is C(O)(C(F)(F)F)=O.ClCCl. The product is [CH2:26]([O:25][C:23]([CH2:22][CH2:21][CH2:20][CH2:19][CH2:18][S:17][C:9]1[N:8]([CH2:7][C:6]([OH:28])=[O:5])[C:12]2[CH:13]=[CH:14][CH:15]=[CH:16][C:11]=2[N:10]=1)=[O:24])[CH3:27]. The yield is 0.850. (2) The reactants are I[C:2]1[CH:7]=[CH:6][CH:5]=[CH:4][CH:3]=1.[CH2:8]([N:10]([CH2:32][CH3:33])[CH:11]1[CH2:15][CH2:14][N:13]([C:16]([C:18]2[C:22]([CH3:23])=[C:21]([C:24]3[CH:29]=[CH:28][CH:27]=[C:26]([C:30]#[CH:31])[CH:25]=3)[NH:20][N:19]=2)=[O:17])[CH2:12]1)[CH3:9]. No catalyst specified. The product is [CH2:32]([N:10]([CH2:8][CH3:9])[CH:11]1[CH2:15][CH2:14][N:13]([C:16]([C:18]2[C:22]([CH3:23])=[C:21]([C:24]3[CH:29]=[CH:28][CH:27]=[C:26]([C:30]#[C:31][C:2]4[CH:7]=[CH:6][CH:5]=[CH:4][CH:3]=4)[CH:25]=3)[NH:20][N:19]=2)=[O:17])[CH2:12]1)[CH3:33]. The yield is 0.700. (3) The reactants are [F:1][C:2]1[CH:7]=[CH:6][C:5]([F:8])=[CH:4][C:3]=1[C@H:9]1[CH2:13][CH2:12][CH2:11][N:10]1[C:14]1[CH:19]=[CH:18][N:17]2[N:20]=[CH:21][C:22]([NH2:23])=[C:16]2[N:15]=1.C1N=[CH:27][N:26]([C:29](N2C=NC=C2)=[O:30])[CH:25]=1.CNC. The catalyst is C(Cl)Cl. The product is [F:1][C:2]1[CH:7]=[CH:6][C:5]([F:8])=[CH:4][C:3]=1[C@H:9]1[CH2:13][CH2:12][CH2:11][N:10]1[C:14]1[CH:19]=[CH:18][N:17]2[N:20]=[CH:21][C:22]([NH:23][C:29](=[O:30])[N:26]([CH3:27])[CH3:25])=[C:16]2[N:15]=1. The yield is 0.900.